Task: Predict the product of the given reaction.. Dataset: Forward reaction prediction with 1.9M reactions from USPTO patents (1976-2016) (1) The product is: [F:1][C:2]1[CH:11]=[C:10]([F:12])[CH:9]=[C:8]2[C:3]=1[C:4]([NH:20][C:21]1[C:26]([C:38]3[C:37]([CH3:50])=[N:36][N:35]([CH3:34])[C:39]=3[CH3:40])=[CH:25][N:24]=[C:23]([N:28]3[CH2:33][CH2:32][O:31][CH2:30][CH2:29]3)[CH:22]=1)=[C:5]([CH3:19])[C:6]([C:13]1[CH:18]=[CH:17][CH:16]=[CH:15][N:14]=1)=[N:7]2. Given the reactants [F:1][C:2]1[CH:11]=[C:10]([F:12])[CH:9]=[C:8]2[C:3]=1[C:4]([NH:20][C:21]1[C:26](I)=[CH:25][N:24]=[C:23]([N:28]3[CH2:33][CH2:32][O:31][CH2:30][CH2:29]3)[CH:22]=1)=[C:5]([CH3:19])[C:6]([C:13]1[CH:18]=[CH:17][CH:16]=[CH:15][N:14]=1)=[N:7]2.[CH3:34][N:35]1[C:39]([CH3:40])=[C:38](B2OC(C)(C)C(C)(C)O2)[C:37]([CH3:50])=[N:36]1.[F-].[K+], predict the reaction product. (2) Given the reactants [NH2:1][C:2]1[CH:3]=[C:4]([CH:11]=[CH:12][C:13]=1[N:14]([CH3:16])[CH3:15])[C:5]([N:7]([O:9][CH3:10])[CH3:8])=[O:6].C(=O)([O-])[O-].[Cs+].[Cs+].Cl[C:24]([O:26][CH2:27][C:28]1[CH:33]=[CH:32][CH:31]=[CH:30][CH:29]=1)=[O:25], predict the reaction product. The product is: [CH3:16][N:14]([CH3:15])[C:13]1[CH:12]=[CH:11][C:4]([C:5](=[O:6])[N:7]([O:9][CH3:10])[CH3:8])=[CH:3][C:2]=1[NH:1][C:24](=[O:25])[O:26][CH2:27][C:28]1[CH:33]=[CH:32][CH:31]=[CH:30][CH:29]=1. (3) The product is: [CH2:7]([NH:9][C:10]([NH:12][C:13]1[S:14][C:15]2[C:21]([C:22]#[C:23][C:24]3[N:25]([CH3:29])[CH:26]=[N:27][CH:28]=3)=[CH:20][C:19]([C:30]3[CH:35]=[N:34][C:33]([N:36]4[CH2:37][CH2:38][C:39]([CH3:47])([C:42]([OH:44])=[O:43])[CH2:40][CH2:41]4)=[N:32][CH:31]=3)=[CH:18][C:16]=2[N:17]=1)=[O:11])[CH3:8]. Given the reactants CC(C)([O-])C.[K+].[CH2:7]([NH:9][C:10]([NH:12][C:13]1[S:14][C:15]2[C:21]([C:22]#[C:23][C:24]3[N:25]([CH3:29])[CH:26]=[N:27][CH:28]=3)=[CH:20][C:19]([C:30]3[CH:31]=[N:32][C:33]([N:36]4[CH2:41][CH2:40][C:39]([CH3:47])([C:42]([O:44]CC)=[O:43])[CH2:38][CH2:37]4)=[N:34][CH:35]=3)=[CH:18][C:16]=2[N:17]=1)=[O:11])[CH3:8], predict the reaction product.